From a dataset of Full USPTO retrosynthesis dataset with 1.9M reactions from patents (1976-2016). Predict the reactants needed to synthesize the given product. (1) Given the product [CH3:13][C:3]1[CH:8]=[CH:7][C:6]([S:9]([OH:12])(=[O:11])=[O:10])=[CH:5][CH:4]=1, predict the reactants needed to synthesize it. The reactants are: Cl.O.[C:3]1([CH3:13])[CH:8]=[CH:7][C:6]([S:9]([OH:12])(=[O:11])=[O:10])=[CH:5][CH:4]=1. (2) Given the product [CH3:19][C:4]1([CH3:20])[CH2:5][CH:6]([N:8]([CH:9]2[CH2:14][C:13]([CH3:16])([CH3:15])[NH:12][C:11]([CH3:18])([CH3:17])[CH2:10]2)[C:23]2[N:24]=[C:25]([N:50]([CH:51]3[CH2:52][C:53]([CH3:60])([CH3:59])[NH:54][C:55]([CH3:57])([CH3:58])[CH2:56]3)[CH:61]3[CH2:62][C:63]([CH3:69])([CH3:70])[NH:64][C:65]([CH3:67])([CH3:68])[CH2:66]3)[N:26]=[C:27]([N:29]([CH:30]3[CH2:31][C:32]([CH3:39])([CH3:38])[NH:33][C:34]([CH3:37])([CH3:36])[CH2:35]3)[CH:40]3[CH2:41][C:42]([CH3:49])([CH3:48])[NH:43][C:44]([CH3:47])([CH3:46])[CH2:45]3)[N:28]=2)[CH2:7][C:2]([CH3:21])([CH3:1])[NH:3]1, predict the reactants needed to synthesize it. The reactants are: [CH3:1][C:2]1([CH3:21])[CH2:7][CH:6]([NH:8][CH:9]2[CH2:14][C:13]([CH3:16])([CH3:15])[NH:12][C:11]([CH3:18])([CH3:17])[CH2:10]2)[CH2:5][C:4]([CH3:20])([CH3:19])[NH:3]1.Cl[C:23]1[N:28]=[C:27]([N:29]([CH:40]2[CH2:45][C:44]([CH3:47])([CH3:46])[NH:43][C:42]([CH3:49])([CH3:48])[CH2:41]2)[CH:30]2[CH2:35][C:34]([CH3:37])([CH3:36])[NH:33][C:32]([CH3:39])([CH3:38])[CH2:31]2)[N:26]=[C:25]([N:50]([CH:61]2[CH2:66][C:65]([CH3:68])([CH3:67])[NH:64][C:63]([CH3:70])([CH3:69])[CH2:62]2)[CH:51]2[CH2:56][C:55]([CH3:58])([CH3:57])[NH:54][C:53]([CH3:60])([CH3:59])[CH2:52]2)[N:24]=1.ClCCl.[OH-].[Na+]. (3) The reactants are: Br[C:2]1[CH:11]=[C:10]2[C:5]([CH:6]=[CH:7][C:8]([NH2:12])=[N:9]2)=[N:4][CH:3]=1.[CH3:13][O:14][C:15]1[CH:16]=[C:17]([CH:19]=[C:20]([O:24][CH3:25])[C:21]=1[O:22][CH3:23])[NH2:18].CC(C)([O-])C.[Na+].O. Given the product [CH3:25][O:24][C:20]1[CH:19]=[C:17]([NH:18][C:2]2[CH:11]=[C:10]3[C:5]([CH:6]=[CH:7][C:8]([NH2:12])=[N:9]3)=[N:4][CH:3]=2)[CH:16]=[C:15]([O:14][CH3:13])[C:21]=1[O:22][CH3:23], predict the reactants needed to synthesize it. (4) Given the product [CH:27]([C:25]1[NH:24][N:23]=[C:22]([NH:21][C:4]2[CH:3]=[C:2]([NH:39][CH2:38][CH2:37][N:34]3[CH2:35][CH2:36][N:31]([CH3:30])[CH2:32][CH2:33]3)[N:7]=[C:6]([NH:8][CH2:9][C:10]3[O:14][N:13]=[C:12]([C:15]4[CH:20]=[CH:19][CH:18]=[CH:17][CH:16]=4)[CH:11]=3)[N:5]=2)[CH:26]=1)([CH3:29])[CH3:28], predict the reactants needed to synthesize it. The reactants are: Cl[C:2]1[N:7]=[C:6]([NH:8][CH2:9][C:10]2[O:14][N:13]=[C:12]([C:15]3[CH:20]=[CH:19][CH:18]=[CH:17][CH:16]=3)[CH:11]=2)[N:5]=[C:4]([NH:21][C:22]2[CH:26]=[C:25]([CH:27]([CH3:29])[CH3:28])[NH:24][N:23]=2)[CH:3]=1.[CH3:30][N:31]1[CH2:36][CH2:35][N:34]([CH2:37][CH2:38][NH2:39])[CH2:33][CH2:32]1. (5) Given the product [C:18]([O:17][C:15]([N:8]1[CH2:9][C:10]([F:13])([F:14])[CH2:11][CH2:12][C@@H:7]1[CH2:6][CH2:5][C:4]([OH:22])=[O:3])=[O:16])([CH3:21])([CH3:19])[CH3:20], predict the reactants needed to synthesize it. The reactants are: C([O:3][C:4](=[O:22])[CH2:5][CH2:6][C@H:7]1[CH2:12][CH2:11][C:10]([F:14])([F:13])[CH2:9][N:8]1[C:15]([O:17][C:18]([CH3:21])([CH3:20])[CH3:19])=[O:16])C.O[Li].O. (6) Given the product [CH2:1]([N:8]1[C:13]([CH3:14])=[CH:12][C:11]([O:15][CH2:16][C:17]2[CH:22]=[CH:21][CH:20]=[CH:19][CH:18]=2)=[C:10]([Br:33])[C:9]1=[O:23])[C:2]1[CH:3]=[CH:4][CH:5]=[CH:6][CH:7]=1, predict the reactants needed to synthesize it. The reactants are: [CH2:1]([N:8]1[C:13]([CH3:14])=[CH:12][C:11]([O:15][CH2:16][C:17]2[CH:22]=[CH:21][CH:20]=[CH:19][CH:18]=2)=[CH:10][C:9]1=[O:23])[C:2]1[CH:7]=[CH:6][CH:5]=[CH:4][CH:3]=1.C(O)(=O)C.C([O-])(=O)C.[Na+].[Br:33]Br. (7) Given the product [C:1]([C:3]1[CH:4]=[C:5]2[C:10](=[CH:11][CH:12]=1)[CH:9]([CH2:13][CH2:14][OH:15])[CH2:8][CH2:7][CH2:6]2)#[N:2], predict the reactants needed to synthesize it. The reactants are: [C:1]([C:3]1[CH:4]=[C:5]2[C:10](=[CH:11][CH:12]=1)[CH:9]([CH2:13][C:14](OCC)=[O:15])[CH2:8][CH2:7][CH2:6]2)#[N:2].[BH4-].[Li+]. (8) Given the product [ClH:39].[NH:28]1[CH2:29][CH2:30][CH:25]([C:22]2[CH:21]=[CH:20][C:19]([C@H:11]([C:12]3[CH:17]=[CH:16][CH:15]=[CH:14][C:13]=3[CH3:18])[CH2:10][C:9]([C:6]3[CH:5]=[CH:4][C:3](=[O:2])[NH:8][CH:7]=3)=[O:38])=[CH:24][CH:23]=2)[CH2:26][CH2:27]1, predict the reactants needed to synthesize it. The reactants are: C[O:2][C:3]1[N:8]=[CH:7][C:6]([C:9](=[O:38])[CH2:10][C@H:11]([C:19]2[CH:24]=[CH:23][C:22]([CH:25]3[CH2:30][CH2:29][N:28](C(OC(C)(C)C)=O)[CH2:27][CH2:26]3)=[CH:21][CH:20]=2)[C:12]2[CH:17]=[CH:16][CH:15]=[CH:14][C:13]=2[CH3:18])=[CH:5][CH:4]=1.[ClH:39].